From a dataset of Full USPTO retrosynthesis dataset with 1.9M reactions from patents (1976-2016). Predict the reactants needed to synthesize the given product. (1) Given the product [Cl:1][C:2]1[CH:7]=[C:6]([C:29]2[S:30][CH:31]=[CH:32][CH:33]=2)[CH:5]=[CH:4][C:3]=1[C:17]([CH:25]1[CH2:26][CH2:27]1)([OH:24])[CH2:18][N:19]1[CH:23]=[N:22][CH:21]=[N:20]1, predict the reactants needed to synthesize it. The reactants are: [Cl:1][C:2]1[CH:7]=[C:6](B2OC(C)(C)C(C)(C)O2)[CH:5]=[CH:4][C:3]=1[C:17]([CH:25]1[CH2:27][CH2:26]1)([OH:24])[CH2:18][N:19]1[CH:23]=[N:22][CH:21]=[N:20]1.Br[C:29]1[S:30][CH:31]=[CH:32][CH:33]=1.C([O-])([O-])=O.[Na+].[Na+].[NH4+].[Cl-]. (2) Given the product [S:1]1[CH:5]=[CH:4][N:3]=[C:2]1[C:6]1([OH:10])[CH2:9][CH2:8][CH2:7]1, predict the reactants needed to synthesize it. The reactants are: [S:1]1[CH:5]=[CH:4][N:3]=[CH:2]1.[C:6]1(=[O:10])[CH2:9][CH2:8][CH2:7]1.[Cl-].[NH4+].